From a dataset of hERG Central: cardiac toxicity at 1µM, 10µM, and general inhibition. Predict hERG channel inhibition at various concentrations. (1) The compound is CCOC(=O)Nc1ccc2c(c1)N(C(=O)CCN(CC)CC)c1ccccc1CC2. Results: hERG_inhib (hERG inhibition (general)): blocker. (2) The compound is Cc1cc(N2CCN(C(=O)Nc3ccc(F)cc3F)CC2)c2ccccc2n1. Results: hERG_inhib (hERG inhibition (general)): blocker. (3) The molecule is Cc1cccn2c(=O)c3cc(C(N)=S)c(=N)n(CCCN4CCOCC4)c3nc12. Results: hERG_inhib (hERG inhibition (general)): blocker. (4) Results: hERG_inhib (hERG inhibition (general)): blocker. The drug is CCOc1cccc2sc(N(CCCN(C)C)C(=O)c3ccc(S(=O)(=O)N(C)CC4CCCO4)cc3)nc12.Cl. (5) The drug is CCN1CCN(c2ncc(C(=O)Nc3ccc(F)cc3F)c3ccccc23)CC1. Results: hERG_inhib (hERG inhibition (general)): blocker. (6) The drug is COc1cccc(NC(=O)CSc2nc3ccccc3c(=O)n2CCCC(=O)NCCCN2CCOCC2)c1. Results: hERG_inhib (hERG inhibition (general)): blocker. (7) The molecule is O=C(CN1CCN(Cc2ccc(Cl)cc2)CC1)N/N=C/c1cccc(F)c1. Results: hERG_inhib (hERG inhibition (general)): blocker.